From a dataset of Forward reaction prediction with 1.9M reactions from USPTO patents (1976-2016). Predict the product of the given reaction. Given the reactants Br[C:2]1[CH:25]=[CH:24][C:5]([CH2:6][N:7]2[CH2:15][C:14]3[CH:13]=[CH:12][N:11]=[C:10]([O:16][CH2:17][CH:18]4[CH2:22][CH2:21][CH2:20][O:19]4)[C:9]=3[C:8]2=[O:23])=[CH:4][CH:3]=1.CC1(C)C(C)(C)OB([C:34]2[CH:35]=[N:36][N:37]3[CH:42]=[CH:41][CH:40]=[CH:39][C:38]=23)O1.C(=O)([O-])[O-].[Na+].[Na+], predict the reaction product. The product is: [N:36]1[N:37]2[CH:42]=[CH:41][CH:40]=[CH:39][C:38]2=[C:34]([C:2]2[CH:25]=[CH:24][C:5]([CH2:6][N:7]3[CH2:15][C:14]4[CH:13]=[CH:12][N:11]=[C:10]([O:16][CH2:17][CH:18]5[CH2:22][CH2:21][CH2:20][O:19]5)[C:9]=4[C:8]3=[O:23])=[CH:4][CH:3]=2)[CH:35]=1.